Dataset: Forward reaction prediction with 1.9M reactions from USPTO patents (1976-2016). Task: Predict the product of the given reaction. (1) Given the reactants C[O:2][C:3](=[O:38])[C:4]1[CH:9]=[CH:8][C:7]([NH:10][C:11]([N:13]2[CH2:18][CH2:17][CH2:16][CH:15]([C:19]3([CH2:30][C:31]4[CH:36]=[CH:35][CH:34]=[C:33]([Cl:37])[CH:32]=4)[C:27]4[C:22](=[CH:23][C:24]([Cl:28])=[CH:25][CH:26]=4)[NH:21][C:20]3=[O:29])[CH2:14]2)=[O:12])=[CH:6][CH:5]=1.O.[OH-].[Li+], predict the reaction product. The product is: [Cl:28][C:24]1[CH:23]=[C:22]2[C:27]([C:19]([CH:15]3[CH2:16][CH2:17][CH2:18][N:13]([C:11]([NH:10][C:7]4[CH:6]=[CH:5][C:4]([C:3]([OH:38])=[O:2])=[CH:9][CH:8]=4)=[O:12])[CH2:14]3)([CH2:30][C:31]3[CH:36]=[CH:35][CH:34]=[C:33]([Cl:37])[CH:32]=3)[C:20](=[O:29])[NH:21]2)=[CH:26][CH:25]=1. (2) Given the reactants [CH3:1][O:2][C:3]1[CH:4]=[CH:5][C:6]2[C:12]([C:13]3[CH:18]=[CH:17][CH:16]=[CH:15][CH:14]=3)=[N:11][CH2:10][C:9](=[O:19])[N:8]([CH3:20])[C:7]=2[CH:21]=1.[CH3:22][O:23][C:24]1[CH:25]=[C:26]([CH:32]=[C:33]([O:35][CH3:36])[CH:34]=1)[O:27][CH2:28][C:29](O)=[O:30], predict the reaction product. The product is: [CH3:22][O:23][C:24]1[CH:25]=[C:26]([CH:32]=[C:33]([O:35][CH3:36])[CH:34]=1)[O:27][C@H:28]1[C@:12]2([C:13]3[CH:18]=[CH:17][CH:16]=[CH:15][CH:14]=3)[C:6]3[CH:5]=[CH:4][C:3]([O:2][CH3:1])=[CH:21][C:7]=3[N:8]([CH3:20])[C:9](=[O:19])[CH2:10][N:11]2[C:29]1=[O:30].